This data is from Full USPTO retrosynthesis dataset with 1.9M reactions from patents (1976-2016). The task is: Predict the reactants needed to synthesize the given product. (1) Given the product [CH2:1]([N:8]1[CH:16]=[C:15]2[C:10]([CH:11]=[C:12]([C:17]3[CH:18]=[C:19]([CH:27]4[CH2:31][CH2:30][N:29]([C:32](=[O:35])[CH2:33][N:39]5[CH2:40][CH2:41][C:37]([F:42])([F:36])[CH2:38]5)[CH2:28]4)[N:20]4[C:25]=3[C:24]([NH2:26])=[N:23][CH:22]=[N:21]4)[CH:13]=[CH:14]2)=[N:9]1)[C:2]1[CH:7]=[CH:6][CH:5]=[CH:4][CH:3]=1, predict the reactants needed to synthesize it. The reactants are: [CH2:1]([N:8]1[CH:16]=[C:15]2[C:10]([CH:11]=[C:12]([C:17]3[CH:18]=[C:19]([CH:27]4[CH2:31][CH2:30][N:29]([C:32](=[O:35])[CH2:33]Cl)[CH2:28]4)[N:20]4[C:25]=3[C:24]([NH2:26])=[N:23][CH:22]=[N:21]4)[CH:13]=[CH:14]2)=[N:9]1)[C:2]1[CH:7]=[CH:6][CH:5]=[CH:4][CH:3]=1.[F:36][C:37]1([F:42])[CH2:41][CH2:40][NH:39][CH2:38]1. (2) The reactants are: [NH2:1][OH:2].O.[CH3:4][S:5]([C:8]1[CH:9]=[C:10]([S:14](Cl)(=[O:16])=[O:15])[CH:11]=[CH:12][CH:13]=1)(=[O:7])=[O:6].S(Cl)(Cl)(=O)=O. Given the product [OH:2][NH:1][S:14]([C:10]1[CH:11]=[CH:12][CH:13]=[C:8]([S:5]([CH3:4])(=[O:7])=[O:6])[CH:9]=1)(=[O:16])=[O:15], predict the reactants needed to synthesize it. (3) The reactants are: Cl[C:2]1[N:7]=[C:6]([NH:8][C:9]2[C:18]3[C:13](=[CH:14][C:15]([F:20])=[CH:16][C:17]=3[F:19])[N:12]=[C:11]([C:21]3[CH:26]=[CH:25][CH:24]=[CH:23][N:22]=3)[C:10]=2[CH3:27])[CH:5]=[CH:4][N:3]=1.C1(P(C2CCCCC2)C2(C(C)C)CC(C(C)C)=CC(C(C)C)=C2C2C=CC=CC=2)CCCCC1.CC(C)([O-])C.[Na+].[NH:68]1[CH2:73][CH2:72][O:71][CH2:70][CH2:69]1. Given the product [F:19][C:17]1[CH:16]=[C:15]([F:20])[CH:14]=[C:13]2[C:18]=1[C:9]([NH:8][C:6]1[CH:5]=[CH:4][N:3]=[C:2]([N:68]3[CH2:73][CH2:72][O:71][CH2:70][CH2:69]3)[N:7]=1)=[C:10]([CH3:27])[C:11]([C:21]1[CH:26]=[CH:25][CH:24]=[CH:23][N:22]=1)=[N:12]2, predict the reactants needed to synthesize it. (4) Given the product [C:1]([O:5][C:6](=[O:7])[NH:8][C@@H:9]([C:10](=[O:12])[NH:59][CH2:60][C:61]1[CH:66]=[N:65][C:64]([NH2:67])=[CH:63][CH:62]=1)[CH:13]([CH:20]1[CH2:21][CH2:22][CH2:23][CH2:24][CH2:25]1)[CH:14]1[CH2:19][CH2:18][CH2:17][CH2:16][CH2:15]1)([CH3:4])([CH3:2])[CH3:3], predict the reactants needed to synthesize it. The reactants are: [C:1]([O:5][C:6]([NH:8][C@H:9]([CH:13]([CH:20]1[CH2:25][CH2:24][CH2:23][CH2:22][CH2:21]1)[CH:14]1[CH2:19][CH2:18][CH2:17][CH2:16][CH2:15]1)[C:10]([OH:12])=O)=[O:7])([CH3:4])([CH3:3])[CH3:2].C(N(CC)CC)C.CN(C(ON1N=NC2C=CC=CC1=2)=[N+](C)C)C.F[P-](F)(F)(F)(F)F.Cl.Cl.[NH2:59][CH2:60][C:61]1[CH:62]=[CH:63][C:64]([NH2:67])=[N:65][CH:66]=1.